From a dataset of Full USPTO retrosynthesis dataset with 1.9M reactions from patents (1976-2016). Predict the reactants needed to synthesize the given product. (1) Given the product [CH2:27]([O:26][C:24](=[O:25])[C:18]([NH:17][C:14](=[O:16])[CH3:15])([CH2:3][C:4]1[C:8]2[CH:9]=[N:10][CH:11]=[CH:12][C:7]=2[NH:6][CH:5]=1)[C:19]([O:21][CH2:22][CH3:23])=[O:20])[CH3:28], predict the reactants needed to synthesize it. The reactants are: CN(C)[CH2:3][C:4]1[C:8]2[CH:9]=[N:10][CH:11]=[CH:12][C:7]=2[NH:6][CH:5]=1.[C:14]([NH:17][CH:18]([C:24]([O:26][CH2:27][CH3:28])=[O:25])[C:19]([O:21][CH2:22][CH3:23])=[O:20])(=[O:16])[CH3:15].C(P(CCCC)CCCC)CCC.O. (2) The reactants are: [C:1](OC1C2C(=CC=CC=2)N(CCC)C1=O)(=[O:8])[C:2]1[CH:7]=[CH:6][CH:5]=[CH:4][CH:3]=1.[CH3:23][C:24]1[CH:25]=[C:26]2[C:30](=[CH:31][CH:32]=1)[N:29]([CH2:33][CH2:34][CH2:35][CH:36]([CH3:38])[CH3:37])[C:28](=[O:39])[C:27]2=[O:40]. Given the product [C:1]([O:40][CH:27]1[C:26]2[C:30](=[CH:31][CH:32]=[C:24]([CH3:23])[CH:25]=2)[N:29]([CH2:33][CH2:34][CH2:35][CH:36]([CH3:37])[CH3:38])[C:28]1=[O:39])(=[O:8])[C:2]1[CH:7]=[CH:6][CH:5]=[CH:4][CH:3]=1, predict the reactants needed to synthesize it. (3) Given the product [NH:29]1[CH2:30][CH:27]([NH:26][C:23]([C:20]2[CH:21]=[CH:22][C:15]3[O:14][CH2:13][CH2:12][C:11]4[N:17]([N:18]=[C:9]([C:8]5[N:4]([CH:1]([CH3:2])[CH3:3])[N:5]=[CH:6][N:7]=5)[CH:10]=4)[C:16]=3[CH:19]=2)=[O:25])[CH2:28]1, predict the reactants needed to synthesize it. The reactants are: [CH:1]([N:4]1[C:8]([C:9]2[CH:10]=[C:11]3[N:17]([N:18]=2)[C:16]2[CH:19]=[C:20]([C:23]([OH:25])=O)[CH:21]=[CH:22][C:15]=2[O:14][CH2:13][CH2:12]3)=[N:7][CH:6]=[N:5]1)([CH3:3])[CH3:2].[NH2:26][CH:27]1[CH2:30][N:29](C(OC(C)(C)C)=O)[CH2:28]1.C(=O)([O-])[O-].